This data is from Reaction yield outcomes from USPTO patents with 853,638 reactions. The task is: Predict the reaction yield, written as a fraction of the theoretical maximum amount of product (1.0 means a 100% yield; for example, 0.34 means a 34% yield). (1) The reactants are [CH2:1]([O:3][C:4]([C:6]1[S:10][C:9]([NH2:11])=[N:8][C:7]=1[CH3:12])=[O:5])[CH3:2].[CH3:13][S:14](Cl)(=[O:16])=[O:15]. The catalyst is ClCCl.N1C=CC=CC=1. The product is [CH2:1]([O:3][C:4]([C:6]1[S:10][C:9]([NH:11][S:14]([CH3:13])(=[O:16])=[O:15])=[N:8][C:7]=1[CH3:12])=[O:5])[CH3:2]. The yield is 0.870. (2) The reactants are Cl[C:2]1[CH:7]=[C:6]([NH:8][C:9]2[CH:19]=[CH:18][CH:17]=[CH:16][C:10]=2[C:11]([NH:13][O:14][CH3:15])=[O:12])[C:5]([CH:20]2[CH2:22][CH2:21]2)=[CH:4][N:3]=1.[CH3:23][O:24][C:25]1[CH:30]=[C:29]([N:31]2[CH2:36][CH2:35][O:34][CH2:33][CH2:32]2)[CH:28]=[CH:27][C:26]=1[NH2:37].C([O-])([O-])=O.[Cs+].[Cs+].CC1(C)C2C(=C(P(C3C=CC=CC=3)C3C=CC=CC=3)C=CC=2)OC2C(P(C3C=CC=CC=3)C3C=CC=CC=3)=CC=CC1=2. The catalyst is C1C=CC(/C=C/C(/C=C/C2C=CC=CC=2)=O)=CC=1.C1C=CC(/C=C/C(/C=C/C2C=CC=CC=2)=O)=CC=1.C1C=CC(/C=C/C(/C=C/C2C=CC=CC=2)=O)=CC=1.[Pd].[Pd].O1CCOCC1. The product is [CH:20]1([C:5]2[C:6]([NH:8][C:9]3[CH:19]=[CH:18][CH:17]=[CH:16][C:10]=3[C:11]([NH:13][O:14][CH3:15])=[O:12])=[CH:7][C:2]([NH:37][C:26]3[CH:27]=[CH:28][C:29]([N:31]4[CH2:32][CH2:33][O:34][CH2:35][CH2:36]4)=[CH:30][C:25]=3[O:24][CH3:23])=[N:3][CH:4]=2)[CH2:22][CH2:21]1. The yield is 0.0900. (3) The reactants are [F:1][C:2]1([F:20])[O:6][C:5]2[CH:7]=[CH:8][C:9](B3OC(C)(C)C(C)(C)O3)=[CH:10][C:4]=2[O:3]1.[Cl:21][C:22]1[CH:27]=[C:26](Cl)[N:25]=[CH:24][N:23]=1.C(=O)([O-])[O-].[K+].[K+].O. The catalyst is O1CCOCC1.C1C=CC([P]([Pd]([P](C2C=CC=CC=2)(C2C=CC=CC=2)C2C=CC=CC=2)([P](C2C=CC=CC=2)(C2C=CC=CC=2)C2C=CC=CC=2)[P](C2C=CC=CC=2)(C2C=CC=CC=2)C2C=CC=CC=2)(C2C=CC=CC=2)C2C=CC=CC=2)=CC=1. The product is [Cl:21][C:22]1[CH:27]=[C:26]([C:9]2[CH:8]=[CH:7][C:5]3[O:6][C:2]([F:1])([F:20])[O:3][C:4]=3[CH:10]=2)[N:25]=[CH:24][N:23]=1. The yield is 0.750. (4) The reactants are [NH:1]1[C:9]2[C:4](=[CH:5][C:6]([O:10][C:11]3[C:20]4[C:15](=[CH:16][C:17]([O:23][CH3:24])=[C:18]([O:21][CH3:22])[CH:19]=4)[N:14]=[CH:13][CH:12]=3)=[CH:7][CH:8]=2)[CH:3]=[CH:2]1.[C:25]1([N:31]=[C:32]=[O:33])[CH:30]=[CH:29][CH:28]=[CH:27][CH:26]=1. The catalyst is C(OCC)C. The product is [C:25]1([NH:31][C:32]([N:1]2[C:9]3[C:4](=[CH:5][C:6]([O:10][C:11]4[C:20]5[C:15](=[CH:16][C:17]([O:23][CH3:24])=[C:18]([O:21][CH3:22])[CH:19]=5)[N:14]=[CH:13][CH:12]=4)=[CH:7][CH:8]=3)[CH:3]=[CH:2]2)=[O:33])[CH:30]=[CH:29][CH:28]=[CH:27][CH:26]=1. The yield is 0.321. (5) The reactants are ClC(Cl)C.CN([CH:8]=[O:9])C.P(Cl)(Cl)(Cl)=O.[CH:15]1[C:16]([C:24]([O:26][CH3:27])=[O:25])=[CH:17][N:18]2[C:23]=1[CH2:22][CH2:21][CH2:20][CH2:19]2. The catalyst is C(#N)C. The product is [CH:8]([C:17]1[N:18]2[C:23]([CH2:22][CH2:21][CH2:20][CH2:19]2)=[CH:15][C:16]=1[C:24]([O:26][CH3:27])=[O:25])=[O:9]. The yield is 0.580. (6) The reactants are C([O:8][C:9]1[CH:14]=[C:13]([O:15]CC2C=CC=CC=2)[C:12]([CH:23]([CH3:25])[CH3:24])=[CH:11][C:10]=1[C:26]1[N:27]([C:32]2[CH:37]=[CH:36][C:35]([O:38][CH3:39])=[C:34]([N:40]([CH3:44])[CH2:41][CH2:42][CH3:43])[CH:33]=2)[C:28]([OH:31])=[N:29][N:30]=1)C1C=CC=CC=1. The catalyst is CO.[Pd]. The product is [OH:31][C:28]1[N:27]([C:32]2[CH:37]=[CH:36][C:35]([O:38][CH3:39])=[C:34]([N:40]([CH3:44])[CH2:41][CH2:42][CH3:43])[CH:33]=2)[C:26]([C:10]2[CH:11]=[C:12]([CH:23]([CH3:24])[CH3:25])[C:13]([OH:15])=[CH:14][C:9]=2[OH:8])=[N:30][N:29]=1. The yield is 0.940. (7) The reactants are [C:1]1([N:7]2[C:11](=[O:12])[CH:10]=[CH:9][C:8]2=[O:13])[CH:6]=[CH:5][CH:4]=[CH:3][CH:2]=1.[Br:14]Br.C(N(CC)CC)C. The catalyst is C(Cl)(Cl)Cl.O1CCCC1. The product is [C:1]1([N:7]2[C:11](=[O:12])[CH:10]=[C:9]([Br:14])[C:8]2=[O:13])[CH:2]=[CH:3][CH:4]=[CH:5][CH:6]=1. The yield is 0.620. (8) The reactants are [Cl:1][C:2]1[C:3]([O:9][C:10]2[CH:15]=[C:14]([O:16][CH2:17][CH2:18][O:19][CH3:20])[CH:13]=[CH:12][C:11]=2/[CH:21]=[C:22](\[CH3:26])/[C:23]([OH:25])=O)=[N:4][CH:5]=[C:6]([Cl:8])[CH:7]=1.CC1C=CC=C([N+]([O-])=O)C=1C(OC(=O)C1C([N+]([O-])=O)=CC=CC=1C)=O.[CH2:52]([S:57]([NH2:60])(=[O:59])=[O:58])[CH2:53][CH2:54][CH2:55][CH3:56].[Cl-].[NH4+]. The catalyst is C(#N)C.CN(C)C1C=CN=CC=1.C(N(CC)CC)C. The product is [Cl:1][C:2]1[C:3]([O:9][C:10]2[CH:15]=[C:14]([O:16][CH2:17][CH2:18][O:19][CH3:20])[CH:13]=[CH:12][C:11]=2/[CH:21]=[C:22](\[CH3:26])/[C:23]([NH:60][S:57]([CH2:52][CH2:53][CH2:54][CH2:55][CH3:56])(=[O:59])=[O:58])=[O:25])=[N:4][CH:5]=[C:6]([Cl:8])[CH:7]=1. The yield is 0.880.